This data is from Forward reaction prediction with 1.9M reactions from USPTO patents (1976-2016). The task is: Predict the product of the given reaction. (1) Given the reactants [F:1][C:2]([F:7])([F:6])[C:3]([O-:5])=[O:4].[NH2:8][C:9]([C:11]1[C:19]2[C:15](=[CH:16][N:17]([CH:20]3[CH2:24][CH2:23][NH2+:22][CH2:21]3)[N:18]=2)[CH:14]=[C:13]([F:25])[CH:12]=1)=[O:10].[CH3:26]C(O)=O.C=O, predict the reaction product. The product is: [F:1][C:2]([F:7])([F:6])[C:3]([O-:5])=[O:4].[NH2:8][C:9]([C:11]1[C:19]2[C:15](=[CH:16][N:17]([CH:20]3[CH2:24][CH2:23][NH+:22]([CH3:26])[CH2:21]3)[N:18]=2)[CH:14]=[C:13]([F:25])[CH:12]=1)=[O:10]. (2) Given the reactants [NH:1]1[C:5]2=[N:6][C:7]([CH2:10][CH2:11][CH2:12][CH2:13][C:14](=[O:24])[CH:15]=[CH:16][C:17]3[CH:18]=[N:19][C:20]([CH3:23])=[N:21][CH:22]=3)=[CH:8][CH:9]=[C:4]2[CH2:3][CH2:2]1.CO.[BH4-].[Na+], predict the reaction product. The product is: [NH:1]1[C:5]2=[N:6][C:7]([CH2:10][CH2:11][CH2:12][CH2:13][CH:14]([OH:24])[CH:15]=[CH:16][C:17]3[CH:18]=[N:19][C:20]([CH3:23])=[N:21][CH:22]=3)=[CH:8][CH:9]=[C:4]2[CH2:3][CH2:2]1. (3) Given the reactants C(OC([NH:8][C@H:9]1[CH2:14][CH2:13][CH2:12][CH2:11][C@H:10]1[NH:15][C:16]1[N:21]=[C:20]([C:22]2[CH:23]=[N:24][N:25]3[CH:30]=[CH:29][C:28]([CH3:31])=[CH:27][C:26]=23)[C:19]2[C:32](=[O:42])[N:33](C(OC(C)(C)C)=O)[CH2:34][C:18]=2[C:17]=1[F:43])=O)(C)(C)C.[ClH:44], predict the reaction product. The product is: [ClH:44].[NH2:8][C@H:9]1[CH2:14][CH2:13][CH2:12][CH2:11][C@H:10]1[NH:15][C:16]1[N:21]=[C:20]([C:22]2[CH:23]=[N:24][N:25]3[CH:30]=[CH:29][C:28]([CH3:31])=[CH:27][C:26]=23)[C:19]2[C:32](=[O:42])[NH:33][CH2:34][C:18]=2[C:17]=1[F:43]. (4) Given the reactants [CH3:1][NH:2][C:3]([C:5]1[C:9]2[CH:10]=[CH:11][C:12]([O:14][C:15]3[C:24]4[C:19](=[CH:20][C:21]([O:25][CH2:26][CH:27]5[CH2:29][O:28]5)=[CH:22][CH:23]=4)[N:18]=[CH:17][CH:16]=3)=[CH:13][C:8]=2[O:7][C:6]=1[CH3:30])=[O:4].[CH3:31][NH2:32], predict the reaction product. The product is: [OH:28][CH:27]([CH2:29][NH:32][CH3:31])[CH2:26][O:25][C:21]1[CH:20]=[C:19]2[C:24]([C:15]([O:14][C:12]3[CH:11]=[CH:10][C:9]4[C:5]([C:3]([NH:2][CH3:1])=[O:4])=[C:6]([CH3:30])[O:7][C:8]=4[CH:13]=3)=[CH:16][CH:17]=[N:18]2)=[CH:23][CH:22]=1. (5) Given the reactants Br[C:2]1[CH:3]=[CH:4][C:5]2[C:6]3[N:15]([C@H:16]4[CH2:20][CH2:19][O:18][CH2:17]4)[N:14]=[CH:13][C:7]=3[C:8](=[O:12])[NH:9][C:10]=2[CH:11]=1.[CH3:21][O:22][C:23]1[C:28]([CH3:29])=[C:27](B(O)O)[C:26]([CH3:33])=[CH:25][N:24]=1.C(=O)([O-])[O-].[Cs+].[Cs+].CN(C=O)C, predict the reaction product. The product is: [CH3:21][O:22][C:23]1[C:28]([CH3:29])=[C:27]([C:2]2[CH:3]=[CH:4][C:5]3[C:6]4[N:15]([C@H:16]5[CH2:20][CH2:19][O:18][CH2:17]5)[N:14]=[CH:13][C:7]=4[C:8](=[O:12])[NH:9][C:10]=3[CH:11]=2)[C:26]([CH3:33])=[CH:25][N:24]=1. (6) Given the reactants [C:1]1([C:8]2[CH:13]=[CH:12][CH:11]=[CH:10][CH:9]=2)[CH:6]=[CH:5][C:4]([NH2:7])=[CH:3][CH:2]=1.[Cl:14][C:15]1[CH:23]=[CH:22][C:18]([C:19](O)=[O:20])=[CH:17][C:16]=1[NH:24][C:25]([C:27]1([N:30]2[CH2:35][CH2:34][O:33][CH2:32][CH2:31]2)[CH2:29][CH2:28]1)=[O:26].F[P-](F)(F)(F)(F)F.N1(O[P+](N2CCCC2)(N2CCCC2)N2CCCC2)C2C=CC=CC=2N=N1.C(N(C(C)C)CC)(C)C, predict the reaction product. The product is: [C:1]1([C:8]2[CH:13]=[CH:12][CH:11]=[CH:10][CH:9]=2)[CH:2]=[CH:3][C:4]([NH:7][C:19](=[O:20])[C:18]2[CH:22]=[CH:23][C:15]([Cl:14])=[C:16]([NH:24][C:25]([C:27]3([N:30]4[CH2:35][CH2:34][O:33][CH2:32][CH2:31]4)[CH2:28][CH2:29]3)=[O:26])[CH:17]=2)=[CH:5][CH:6]=1.